From a dataset of Forward reaction prediction with 1.9M reactions from USPTO patents (1976-2016). Predict the product of the given reaction. (1) The product is: [CH3:17][C:4]1[CH:3]=[C:2]([CH3:1])[N:7]=[C:6]([N:8]2[C@@H:15]3[C@@H:10]([CH2:11][CH2:12][NH:13][CH2:14]3)[CH2:9]2)[CH:5]=1. Given the reactants [CH3:1][C:2]1[N:7]=[C:6]([N:8]2[C@@H:15]3[C@@H:10]([CH2:11][CH2:12][NH:13][CH2:14]3)[CH2:9]2)[CH:5]=[CH:4][CH:3]=1.Cl[C:17]1C=CC=C(C)N=1, predict the reaction product. (2) Given the reactants CN(C=O)C.[CH:6](=[O:13])[C:7]1[CH:12]=[CH:11][CH:10]=[CH:9][CH:8]=1.[CH:14]([Si](OC)(OC)OC)=[CH2:15].[F-].C([N+](CCCC)(CCCC)CCCC)CCC, predict the reaction product. The product is: [C:7]1([CH:6]([OH:13])[CH:14]=[CH2:15])[CH:12]=[CH:11][CH:10]=[CH:9][CH:8]=1. (3) Given the reactants [CH2:1]([O:3][C:4](=[O:17])[CH:5]([N:9]1[CH:14]=[CH:13][CH:12]=[C:11]([NH2:15])[C:10]1=[O:16])[O:6][CH2:7][CH3:8])[CH3:2].N1C(C)=CC(C)=CC=1C.[C:27]1([CH2:33][S:34](Cl)(=[O:36])=[O:35])[CH:32]=[CH:31][CH:30]=[CH:29][CH:28]=1, predict the reaction product. The product is: [CH2:1]([O:3][C:4](=[O:17])[CH:5]([O:6][CH2:7][CH3:8])[N:9]1[CH:14]=[CH:13][CH:12]=[C:11]([NH:15][S:34]([CH2:33][C:27]2[CH:32]=[CH:31][CH:30]=[CH:29][CH:28]=2)(=[O:36])=[O:35])[C:10]1=[O:16])[CH3:2].